From a dataset of Full USPTO retrosynthesis dataset with 1.9M reactions from patents (1976-2016). Predict the reactants needed to synthesize the given product. (1) Given the product [CH3:1][C:2]1[N:3]=[C:4]([NH:11][C:12]([N:32]2[CH2:33][CH2:34][N:29]([C:24]3[CH:25]=[C:26]([CH3:28])[CH:27]=[C:22]([CH3:21])[CH:23]=3)[CH2:30][CH2:31]2)=[S:20])[C:5]([O:9][CH3:10])=[N:6][C:7]=1[CH3:8], predict the reactants needed to synthesize it. The reactants are: [CH3:1][C:2]1[N:3]=[C:4]([NH:11][C:12](=[S:20])OC2C=CC=CC=2)[C:5]([O:9][CH3:10])=[N:6][C:7]=1[CH3:8].[CH3:21][C:22]1[CH:23]=[C:24]([N:29]2[CH2:34][CH2:33][NH:32][CH2:31][CH2:30]2)[CH:25]=[C:26]([CH3:28])[CH:27]=1. (2) Given the product [CH:18]1([NH:17][C:13]2[CH:12]=[C:11]([C:8]3[CH:7]=[CH:6][C:5]([C:3]([OH:4])=[O:2])=[CH:10][N:9]=3)[CH:16]=[CH:15][N:14]=2)[CH2:19][CH2:20][CH2:21][CH2:22][CH2:23]1, predict the reactants needed to synthesize it. The reactants are: C[O:2][C:3]([C:5]1[CH:6]=[CH:7][C:8]([C:11]2[CH:16]=[CH:15][N:14]=[C:13]([NH:17][CH:18]3[CH2:23][CH2:22][CH2:21][CH2:20][CH2:19]3)[CH:12]=2)=[N:9][CH:10]=1)=[O:4].[OH-].[Li+].Cl. (3) Given the product [C:1]([N:4]1[CH2:10][C:9]2[CH:11]=[CH:12][C:13]([C:15]([NH:22][OH:20])=[O:16])=[CH:14][C:8]=2[O:7][C@H:6]([CH3:19])[CH2:5]1)(=[O:3])[CH3:2], predict the reactants needed to synthesize it. The reactants are: [C:1]([N:4]1[CH2:10][C:9]2[CH:11]=[CH:12][C:13]([C:15](OC)=[O:16])=[CH:14][C:8]=2[O:7][C@H:6]([CH3:19])[CH2:5]1)(=[O:3])[CH3:2].[OH-:20].[Na+].[NH2:22]O. (4) Given the product [OH:8][CH2:9][C:10]1[NH:11][C:12]([C:19]2[C:20]([CH3:30])=[CH:21][C:22]([CH3:29])=[C:23]([CH:28]=2)[C:24]([O:26][CH3:27])=[O:25])=[C:13]([C:15]([F:16])([F:18])[F:17])[N:14]=1, predict the reactants needed to synthesize it. The reactants are: C([O:8][CH2:9][C:10]1[NH:11][C:12]([C:19]2[C:20]([CH3:30])=[CH:21][C:22]([CH3:29])=[C:23]([CH:28]=2)[C:24]([O:26][CH3:27])=[O:25])=[C:13]([C:15]([F:18])([F:17])[F:16])[N:14]=1)C1C=CC=CC=1.Cl.[H][H]. (5) Given the product [C:1]([NH:9][C:10]1[S:11][C:12]([C:21]([OH:23])=[O:22])=[C:13]([C:15]2[CH:20]=[CH:19][CH:18]=[CH:17][CH:16]=2)[N:14]=1)(=[O:8])[C:2]1[CH:7]=[CH:6][CH:5]=[CH:4][CH:3]=1, predict the reactants needed to synthesize it. The reactants are: [C:1]([NH:9][C:10]1[S:11][C:12]([C:21]([O:23]CC)=[O:22])=[C:13]([C:15]2[CH:20]=[CH:19][CH:18]=[CH:17][CH:16]=2)[N:14]=1)(=[O:8])[C:2]1[CH:7]=[CH:6][CH:5]=[CH:4][CH:3]=1.[OH-].[Li+]. (6) Given the product [OH:1][CH:2]([CH3:8])/[CH:3]=[CH:4]/[C:5]([N:48]1[CH2:49][CH2:50][N:45]([C:43]2[C:42]3[C:37](=[CH:38][CH:39]=[CH:40][CH:41]=3)[N:36]=[C:35]([CH3:34])[CH:44]=2)[CH2:46][CH2:47]1)=[O:7], predict the reactants needed to synthesize it. The reactants are: [OH:1][CH:2]([CH3:8])/[CH:3]=[CH:4]/[C:5]([OH:7])=O.C1CCC(N=C=NC2CCCCC2)CC1.C1C=NC2N(O)N=NC=2C=1.[CH3:34][C:35]1[CH:44]=[C:43]([N:45]2[CH2:50][CH2:49][NH:48][CH2:47][CH2:46]2)[C:42]2[C:37](=[CH:38][CH:39]=[CH:40][CH:41]=2)[N:36]=1. (7) Given the product [CH2:1]([NH:3][C:4]([NH:6][C:7]1[CH:8]=[CH:9][C:10]([C:13]2[N:14]=[C:15]([N:23]3[CH2:28][CH2:27][O:26][CH2:25][C@@H:24]3[CH3:29])[C:16]3[CH2:22][CH2:21][N:20]([CH2:40][CH2:41][OH:42])[CH2:19][C:17]=3[N:18]=2)=[CH:11][CH:12]=1)=[O:5])[CH3:2], predict the reactants needed to synthesize it. The reactants are: [CH2:1]([NH:3][C:4]([NH:6][C:7]1[CH:12]=[CH:11][C:10]([C:13]2[N:14]=[C:15]([N:23]3[CH2:28][CH2:27][O:26][CH2:25][C@@H:24]3[CH3:29])[C:16]3[CH2:22][CH2:21][NH:20][CH2:19][C:17]=3[N:18]=2)=[CH:9][CH:8]=1)=[O:5])[CH3:2].C(N(CC)C(C)C)(C)C.Br[CH2:40][CH2:41][O:42][Si](C(C)(C)C)(C)C.